This data is from Catalyst prediction with 721,799 reactions and 888 catalyst types from USPTO. The task is: Predict which catalyst facilitates the given reaction. (1) Reactant: [CH3:1][N:2]1[C:6]([CH3:7])=[C:5]([N:8]=O)[C:4]([C:10]2[CH:15]=[CH:14][CH:13]=[CH:12][CH:11]=2)=[N:3]1. Product: [CH3:1][N:2]1[C:6]([CH3:7])=[C:5]([NH2:8])[C:4]([C:10]2[CH:15]=[CH:14][CH:13]=[CH:12][CH:11]=2)=[N:3]1. The catalyst class is: 105. (2) Reactant: [CH3:1][O:2][CH2:3][CH2:4][CH2:5][O:6][C:7]1[CH:8]=[C:9]([CH:29]=[CH:30][C:31]=1[O:32][CH3:33])[CH2:10][C@H:11]([CH:26]([CH3:28])[CH3:27])[CH2:12][C@H:13]([NH:18][C:19](=[O:25])[O:20][C:21]([CH3:24])([CH3:23])[CH3:22])[C@@H:14]([OH:17])[CH2:15][NH2:16].[CH3:34][O:35][C:36]1[C:40](OC)=[N:39][S:38](=[O:44])(=[O:43])[N:37]=1. Product: [CH3:1][O:2][CH2:3][CH2:4][CH2:5][O:6][C:7]1[CH:8]=[C:9]([CH:29]=[CH:30][C:31]=1[O:32][CH3:33])[CH2:10][C@H:11]([CH:26]([CH3:28])[CH3:27])[CH2:12][C@H:13]([NH:18][C:19](=[O:25])[O:20][C:21]([CH3:24])([CH3:23])[CH3:22])[C@@H:14]([OH:17])[CH2:15][NH:16][C:40]1[C:36]([O:35][CH3:34])=[N:37][S:38](=[O:44])(=[O:43])[N:39]=1. The catalyst class is: 23. (3) Reactant: [NH2:1][C:2]1[N:7]=[C:6]([C:8]2[O:9][CH:10]=[CH:11][CH:12]=2)[C:5]([C:13]#[N:14])=[C:4](S(C)(=O)=O)[N:3]=1.[C:19]1([CH2:25][CH2:26][CH2:27][CH2:28][NH2:29])[CH:24]=[CH:23][CH:22]=[CH:21][CH:20]=1. Product: [NH2:1][C:2]1[N:7]=[C:6]([C:8]2[O:9][CH:10]=[CH:11][CH:12]=2)[C:5]([C:13]#[N:14])=[C:4]([NH:29][CH2:28][CH2:27][CH2:26][CH2:25][C:19]2[CH:24]=[CH:23][CH:22]=[CH:21][CH:20]=2)[N:3]=1. The catalyst class is: 57. (4) The catalyst class is: 58. Reactant: [Br:1][C:2]1[CH:3]=[CH:4][C:5](F)=[C:6]([CH:9]=1)[CH:7]=[O:8].[CH2:11]([CH:13]1[CH2:18][CH2:17][CH2:16][CH2:15][NH:14]1)[CH3:12].C(=O)([O-])[O-].[Na+].[Na+]. Product: [Br:1][C:2]1[CH:3]=[CH:4][C:5]([N:14]2[CH2:15][CH2:16][CH2:17][CH2:18][CH:13]2[CH2:11][CH3:12])=[C:6]([CH:9]=1)[CH:7]=[O:8]. (5) Reactant: Cl.[C:2]([O:5][C@H:6]1[C@H:11]([NH2:12])[C@@H:10]([O:13][C:14](=[O:16])[CH3:15])[C@H:9]([O:17][C:18](=[O:20])[CH3:19])[C@@H:8]([CH2:21][O:22][C:23](=[O:25])[CH3:24])[O:7]1)(=[O:4])[CH3:3].C(N(CC)CC)C.C([O-])(O)=O.[Na+]. Product: [C:2]([O:5][C@H:6]1[C@H:11]([NH2:12])[C@@H:10]([O:13][C:14](=[O:16])[CH3:15])[C@H:9]([O:17][C:18](=[O:20])[CH3:19])[C@@H:8]([CH2:21][O:22][C:23](=[O:25])[CH3:24])[O:7]1)(=[O:4])[CH3:3]. The catalyst class is: 2. (6) Reactant: [Br:1]Br.[NH:3]1[C:7]2=[N:8][CH:9]=[CH:10][CH:11]=[C:6]2[CH:5]=[N:4]1. Product: [Br:1][C:5]1[C:6]2[C:7](=[N:8][CH:9]=[CH:10][CH:11]=2)[NH:3][N:4]=1. The catalyst class is: 22. (7) Reactant: [O:1]1[CH2:6][CH:5]=[C:4]([C:7]2[CH:20]=[C:19]([F:21])[C:18]3[O:17][C:16]4[C:11](=[CH:12][C:13]([NH2:22])=[CH:14][CH:15]=4)[C@@:10]4([CH2:27][CH2:26][O:25][C:24]([NH2:28])=[N:23]4)[C:9]=3[CH:8]=2)[CH2:3][CH2:2]1.[H][H]. Product: [F:21][C:19]1[C:18]2[O:17][C:16]3[C:11](=[CH:12][C:13]([NH2:22])=[CH:14][CH:15]=3)[C@@:10]3([CH2:27][CH2:26][O:25][C:24]([NH2:28])=[N:23]3)[C:9]=2[CH:8]=[C:7]([CH:4]2[CH2:5][CH2:6][O:1][CH2:2][CH2:3]2)[CH:20]=1. The catalyst class is: 50.